This data is from Full USPTO retrosynthesis dataset with 1.9M reactions from patents (1976-2016). The task is: Predict the reactants needed to synthesize the given product. (1) Given the product [CH3:44][C:7]([O:9][C:10]1[CH:11]=[CH:12][C:13]([CH2:14][N:15]2[C:19](=[O:20])[C:18]3([CH2:25][CH2:24][NH:23][CH2:22][CH2:21]3)[N:17]([C:36]3[CH:37]=[CH:38][CH:39]=[CH:40][CH:41]=3)[CH2:16]2)=[CH:42][CH:43]=1)([CH3:8])[C:6]([O:5][C:1]([CH3:2])([CH3:3])[CH3:4])=[O:45], predict the reactants needed to synthesize it. The reactants are: [C:1]([O:5][C:6](=[O:45])[C:7]([CH3:44])([O:9][C:10]1[CH:43]=[CH:42][C:13]([CH2:14][N:15]2[C:19](=[O:20])[C:18]3([CH2:25][CH2:24][N:23](C(OCC4C=CC=CC=4)=O)[CH2:22][CH2:21]3)[N:17]([C:36]3[CH:41]=[CH:40][CH:39]=[CH:38][CH:37]=3)[CH2:16]2)=[CH:12][CH:11]=1)[CH3:8])([CH3:4])([CH3:3])[CH3:2]. (2) Given the product [CH3:33][O:32][C:29]1[CH:30]=[CH:31][C:26]([CH2:25][N:24]2[CH2:14][CH2:15][C:16]3[C:21](=[CH:20][N:19]=[CH:18][CH:17]=3)[C:22]2=[O:23])=[CH:27][CH:28]=1, predict the reactants needed to synthesize it. The reactants are: CCOC(/N=N/C(OCC)=O)=O.O[CH2:14][CH2:15][C:16]1[C:21]([C:22]([NH:24][CH2:25][C:26]2[CH:31]=[CH:30][C:29]([O:32][CH3:33])=[CH:28][CH:27]=2)=[O:23])=[CH:20][N:19]=[CH:18][CH:17]=1.C1C=CC(P(C2C=CC=CC=2)C2C=CC=CC=2)=CC=1.CO.